This data is from Catalyst prediction with 721,799 reactions and 888 catalyst types from USPTO. The task is: Predict which catalyst facilitates the given reaction. Reactant: [NH2:1][C:2]1[C:3]2[CH:11]=[CH:10][N:9]([C@@H:12]3[O:16][C@@:15]([CH2:19][OH:20])([C:17]#[CH:18])[C@@H:14]([O:21][Si](C(C)(C)C)(C)C)[CH2:13]3)[C:4]=2[N:5]=[C:6]([Cl:8])[N:7]=1.CCCC[N+](CCCC)(CCCC)CCCC.[F-].C1COCC1.O.C(#N)C. Product: [NH2:1][C:2]1[C:3]2[CH:11]=[CH:10][N:9]([C@@H:12]3[O:16][C@:15]([C:17]#[CH:18])([CH2:19][OH:20])[C@@H:14]([OH:21])[CH2:13]3)[C:4]=2[N:5]=[C:6]([Cl:8])[N:7]=1. The catalyst class is: 1.